Task: Predict which catalyst facilitates the given reaction.. Dataset: Catalyst prediction with 721,799 reactions and 888 catalyst types from USPTO Reactant: [CH2:1]([O:3][C:4]([C:6]1[NH:7][C:8]2[C:13]([CH:14]=1)=[CH:12][C:11](Br)=[CH:10][CH:9]=2)=[O:5])[CH3:2].[CH3:16][O:17][C:18]1[CH:23]=[CH:22][C:21](B(O)O)=[CH:20][CH:19]=1.C(P(C(C)(C)C)C1C=CC=CC=1C1C=CC=CC=1)(C)(C)C.[O-]P([O-])([O-])=O.[K+].[K+].[K+]. Product: [CH2:1]([O:3][C:4]([C:6]1[NH:7][C:8]2[C:13]([CH:14]=1)=[CH:12][C:11]([C:21]1[CH:22]=[CH:23][C:18]([O:17][CH3:16])=[CH:19][CH:20]=1)=[CH:10][CH:9]=2)=[O:5])[CH3:2]. The catalyst class is: 718.